From a dataset of Catalyst prediction with 721,799 reactions and 888 catalyst types from USPTO. Predict which catalyst facilitates the given reaction. (1) Reactant: [O:1]=[C:2]1[N:7]([CH2:8][C:9]#[CH:10])[N:6]=[N:5][C:4]2=[C:11]([C:14]([OH:16])=O)[N:12]=[CH:13][N:3]12.C(N(CC)CC)C.[CH2:24]([O:31][NH2:32])[C:25]1[CH:30]=[CH:29][CH:28]=[CH:27][CH:26]=1. Product: [CH2:24]([O:31][NH:32][C:14]([C:11]1[N:12]=[CH:13][N:3]2[C:2](=[O:1])[N:7]([CH2:8][C:9]#[CH:10])[N:6]=[N:5][C:4]=12)=[O:16])[C:25]1[CH:30]=[CH:29][CH:28]=[CH:27][CH:26]=1. The catalyst class is: 118. (2) The catalyst class is: 518. Product: [Cl:1][C:2]1[CH:7]=[CH:6][C:5]([C:8]2[N:12]([C:13]3[CH:18]=[CH:17][CH:16]=[CH:15][C:14]=3[O:19][CH3:20])[N:11]=[C:10]([C:41]3[CH2:40][C@H:39]([CH3:45])[O:31][C@@H:43]([CH3:44])[CH:42]=3)[CH:9]=2)=[CH:4][CH:3]=1. Reactant: [Cl:1][C:2]1[CH:7]=[CH:6][C:5]([C:8]2[N:12]([C:13]3[CH:18]=[CH:17][CH:16]=[CH:15][C:14]=3[O:19][CH3:20])[N:11]=[C:10](B3OC(C)(C)C(C)(C)O3)[CH:9]=2)=[CH:4][CH:3]=1.C([O-])([O-])=[O:31].[Na+].[Na+].CCO.[C:39]1([CH3:45])[CH:44]=[CH:43][CH:42]=[CH:41][CH:40]=1.